From a dataset of Full USPTO retrosynthesis dataset with 1.9M reactions from patents (1976-2016). Predict the reactants needed to synthesize the given product. (1) Given the product [CH2:27]([O:29][C:30]([C:32]1([C:35]2[CH:40]=[CH:39][C:38]([C:22]3[CH:23]=[CH:24][C:19]([C:18]4[O:17][N:16]=[C:15]([CH3:26])[C:14]=4[NH:13][C:11]4[O:12][C:8]([CH2:1][C:2]5[CH:7]=[CH:6][CH:5]=[CH:4][CH:3]=5)=[N:9][N:10]=4)=[CH:20][CH:21]=3)=[CH:37][CH:36]=2)[CH2:33][CH2:34]1)=[O:31])[CH3:28], predict the reactants needed to synthesize it. The reactants are: [CH2:1]([C:8]1[O:12][C:11]([NH:13][C:14]2[C:15]([CH3:26])=[N:16][O:17][C:18]=2[C:19]2[CH:24]=[CH:23][C:22](Br)=[CH:21][CH:20]=2)=[N:10][N:9]=1)[C:2]1[CH:7]=[CH:6][CH:5]=[CH:4][CH:3]=1.[CH2:27]([O:29][C:30]([C:32]1([C:35]2[CH:40]=[CH:39][C:38](B3OC(C)(C)C(C)(C)O3)=[CH:37][CH:36]=2)[CH2:34][CH2:33]1)=[O:31])[CH3:28]. (2) Given the product [CH:25]1([N:5]2[C:6]3[C:11](=[CH:10][C:9]([F:23])=[CH:8][CH:7]=3)[N:12]([C:13](=[O:22])[C:14]3[CH:19]=[CH:18][C:17]([O:20][CH3:21])=[CH:16][CH:15]=3)[C@H:3]([CH2:1][CH3:2])[C:4]2=[O:24])[CH2:29][CH2:28][CH2:27][CH2:26]1, predict the reactants needed to synthesize it. The reactants are: [CH2:1]([C@H:3]1[N:12]([C:13](=[O:22])[C:14]2[CH:19]=[CH:18][C:17]([O:20][CH3:21])=[CH:16][CH:15]=2)[C:11]2[C:6](=[CH:7][CH:8]=[C:9]([F:23])[CH:10]=2)[NH:5][C:4]1=[O:24])[CH3:2].[CH:25]1(O)[CH2:29][CH2:28][CH2:27][CH2:26]1.C1(P(C2C=CC=CC=2)C2C=CC=CC=2)C=CC=CC=1.N(C(OCC)=O)=NC(OCC)=O. (3) Given the product [Br:8][C:9]1[CH:34]=[N:33][C:12]2[N:13]=[C:14]([N:20]3[CH2:23][CH:22]([NH:24][CH3:25])[CH2:21]3)[C:15]3[N:16]([CH:17]=[N:18][N:19]=3)[C:11]=2[C:10]=1[CH3:35], predict the reactants needed to synthesize it. The reactants are: C(O)(C(F)(F)F)=O.[Br:8][C:9]1[CH:34]=[N:33][C:12]2[N:13]=[C:14]([N:20]3[CH2:23][CH:22]([N:24](C)[C:25](=O)OC(C)(C)C)[CH2:21]3)[C:15]3[N:16]([CH:17]=[N:18][N:19]=3)[C:11]=2[C:10]=1[CH3:35]. (4) Given the product [Cl:26][C:27]1[CH:32]=[CH:31][C:30]([N:33]2[C:5]([C:7]3[C:12](=[O:13])[CH:11]=[CH:10][N:9]([C:14]4[CH:19]=[CH:18][CH:17]=[C:16]([C:20]([F:23])([F:22])[F:21])[CH:15]=4)[N:8]=3)=[CH:4][CH:3]=[N:2]2)=[CH:29][CH:28]=1, predict the reactants needed to synthesize it. The reactants are: C[N:2](C)[CH:3]=[CH:4][C:5]([C:7]1[C:12](=[O:13])[CH:11]=[CH:10][N:9]([C:14]2[CH:19]=[CH:18][CH:17]=[C:16]([C:20]([F:23])([F:22])[F:21])[CH:15]=2)[N:8]=1)=O.Cl.[Cl:26][C:27]1[CH:32]=[CH:31][C:30]([NH:33]N)=[CH:29][CH:28]=1.CCN(CC)CC.